Dataset: Catalyst prediction with 721,799 reactions and 888 catalyst types from USPTO. Task: Predict which catalyst facilitates the given reaction. Reactant: [C:1]([O:5][C:6]([N:8]([CH2:32][C:33]1[CH:42]=[CH:41][C:36]([C:37]([O:39]C)=[O:38])=[CH:35][CH:34]=1)[S:9]([C:12]1[CH:17]=[C:16]([C:18](=[O:30])[NH:19][N:20]2[C:28]3[C:23](=[CH:24][CH:25]=[CH:26][CH:27]=3)[CH2:22][CH:21]2[CH3:29])[CH:15]=[CH:14][C:13]=1[Cl:31])(=[O:11])=[O:10])=[O:7])([CH3:4])([CH3:3])[CH3:2].[OH-].[Li+]. Product: [C:1]([O:5][C:6]([N:8]([CH2:32][C:33]1[CH:34]=[CH:35][C:36]([C:37]([OH:39])=[O:38])=[CH:41][CH:42]=1)[S:9]([C:12]1[CH:17]=[C:16]([C:18](=[O:30])[NH:19][N:20]2[C:28]3[C:23](=[CH:24][CH:25]=[CH:26][CH:27]=3)[CH2:22][CH:21]2[CH3:29])[CH:15]=[CH:14][C:13]=1[Cl:31])(=[O:11])=[O:10])=[O:7])([CH3:2])([CH3:3])[CH3:4]. The catalyst class is: 47.